From a dataset of Reaction yield outcomes from USPTO patents with 853,638 reactions. Predict the reaction yield, written as a fraction of the theoretical maximum amount of product (1.0 means a 100% yield; for example, 0.34 means a 34% yield). (1) The reactants are Br[CH:2]([C:7]1[CH:12]=[CH:11][CH:10]=[CH:9][CH:8]=1)[C:3]([CH3:6])([CH3:5])[CH3:4].[C:13]([O-:16])(=[S:15])[CH3:14].[K+]. The catalyst is CN(C=O)C. The product is [CH3:4][C:3]([CH3:6])([CH3:5])[CH:2]([S:15][C:13](=[O:16])[CH3:14])[C:7]1[CH:12]=[CH:11][CH:10]=[CH:9][CH:8]=1. The yield is 0.990. (2) The reactants are [OH:1][C:2]1[NH:7][C:6](=[O:8])[N:5]([CH2:9][C:10]2[CH:15]=[CH:14][CH:13]=[CH:12][CH:11]=2)[C:4](=[O:16])[C:3]=1[C:17]([NH:19][CH2:20][C:21]([O:23]CC)=[O:22])=[O:18].[Cl:26][C:27]1[CH:34]=[CH:33][CH:32]=[C:31]([Cl:35])[C:28]=1[CH2:29]Br.C(=O)([O-])[O-].[Na+].[Na+].Cl. The catalyst is CN(C)C=O. The product is [Cl:26][C:27]1[CH:34]=[CH:33][CH:32]=[C:31]([Cl:35])[C:28]=1[CH2:29][N:7]1[C:2]([OH:1])=[C:3]([C:17]([NH:19][CH2:20][C:21]([OH:23])=[O:22])=[O:18])[C:4](=[O:16])[N:5]([CH2:9][C:10]2[CH:15]=[CH:14][CH:13]=[CH:12][CH:11]=2)[C:6]1=[O:8]. The yield is 0.110.